Dataset: Forward reaction prediction with 1.9M reactions from USPTO patents (1976-2016). Task: Predict the product of the given reaction. (1) Given the reactants Cl[C:2]1[C:3]([NH2:8])=[N:4][CH:5]=[CH:6][CH:7]=1.[CH:9]1(B(O)O)[CH2:11][CH2:10]1.C1(P(C2CCCCC2)C2CCCCC2)CCCCC1.CC(C)([O-])C.[K+], predict the reaction product. The product is: [CH:9]1([C:2]2[C:3]([NH2:8])=[N:4][CH:5]=[CH:6][CH:7]=2)[CH2:11][CH2:10]1. (2) Given the reactants [NH2:1][C:2]1[S:3][C:4]2[NH:5][C:6](=[O:12])[C:7]([Br:11])=[CH:8][C:9]=2[N:10]=1.C(=O)([O-])[O-].[Cs+].[Cs+].Br[CH:20]([CH3:22])[CH3:21], predict the reaction product. The product is: [Br:11][C:7]1[CH:8]=[C:9]2[N:10]=[C:2]([NH2:1])[S:3][C:4]2=[N:5][C:6]=1[O:12][CH:20]([CH3:22])[CH3:21]. (3) Given the reactants [NH2:1][C:2]1[CH:3]=[C:4]([CH:7]=[CH:8][C:9]=1[NH:10][CH2:11][CH2:12][CH:13]=[CH2:14])[C:5]#[N:6].[N:15]([O-])=O.[Na+], predict the reaction product. The product is: [CH2:11]([N:10]1[C:9]2[CH:8]=[CH:7][C:4]([C:5]#[N:6])=[CH:3][C:2]=2[N:1]=[N:15]1)[CH2:12][CH:13]=[CH2:14]. (4) Given the reactants [Cl:1][C:2]1[CH:26]=[CH:25][C:5]([CH2:6][N:7]2[C:11]3=[N:12][CH:13]=[C:14]([O:16][CH3:17])[CH:15]=[C:10]3[CH:9]=[C:8]2/[CH:18]=[CH:19]/[C:20]([O:22][CH2:23][CH3:24])=[O:21])=[CH:4][CH:3]=1, predict the reaction product. The product is: [Cl:1][C:2]1[CH:3]=[CH:4][C:5]([CH2:6][N:7]2[C:11]3=[N:12][CH:13]=[C:14]([O:16][CH3:17])[CH:15]=[C:10]3[CH:9]=[C:8]2[CH2:18][CH2:19][C:20]([O:22][CH2:23][CH3:24])=[O:21])=[CH:25][CH:26]=1.